Regression/Classification. Given a drug SMILES string, predict its absorption, distribution, metabolism, or excretion properties. Task type varies by dataset: regression for continuous measurements (e.g., permeability, clearance, half-life) or binary classification for categorical outcomes (e.g., BBB penetration, CYP inhibition). Dataset: cyp2d6_veith. From a dataset of CYP2D6 inhibition data for predicting drug metabolism from PubChem BioAssay. (1) The drug is COc1ccc(Sc2nc3ccccc3n3c(C(F)(F)F)nnc23)cc1. The result is 0 (non-inhibitor). (2) The compound is [Cu].[O-]/N=C1/C(=[OH+])Nc2ccccc21.[O-]Nc1c(O)[nH]c2ccccc12. The result is 0 (non-inhibitor). (3) The molecule is CN(C)c1ccc(/C=N\NC(=O)c2cnc3ccccc3c2)cc1. The result is 0 (non-inhibitor). (4) The drug is COc1cc2c(cc1NC(=O)c1cc(-c3cccnc3)nc3ccc(C)cc13)oc1ccccc12. The result is 0 (non-inhibitor). (5) The molecule is COc1ccc(CNCCc2ccccc2)cc1OCC(N)=O. The result is 1 (inhibitor).